From a dataset of Full USPTO retrosynthesis dataset with 1.9M reactions from patents (1976-2016). Predict the reactants needed to synthesize the given product. (1) Given the product [ClH:15].[S:1]1[CH:5]=[CH:4][C:3]([C:6]2[S:14][C:13]3[C:12]([NH:17][NH2:18])=[N:11][CH:10]=[N:9][C:8]=3[CH:7]=2)=[CH:2]1, predict the reactants needed to synthesize it. The reactants are: [S:1]1[CH:5]=[CH:4][C:3]([C:6]2[S:14][C:13]3[C:12]([Cl:15])=[N:11][CH:10]=[N:9][C:8]=3[CH:7]=2)=[CH:2]1.O.[NH2:17][NH2:18]. (2) Given the product [C:2]1(=[O:12])[NH:6][C:5](=[O:7])[C:4]2=[CH:8][CH:9]=[CH:10][CH:11]=[C:3]12, predict the reactants needed to synthesize it. The reactants are: [Cl-].[C:2]1(=[O:12])[NH:6][C:5](=[O:7])[C:4]2=[CH:8][CH:9]=[CH:10][CH:11]=[C:3]12.[K]. (3) Given the product [CH:1]1([O:7][C:8]2[CH:13]=[C:12]([O:14][CH2:15][CH2:16][O:17][CH3:18])[CH:11]=[CH:10][C:9]=2[CH2:19][CH2:20][C:21]([NH:23][S:24]([CH2:27][CH2:28][CH2:29][CH2:30][CH3:31])(=[O:26])=[O:25])=[O:22])[CH2:6][CH2:5][CH2:4][CH2:3][CH2:2]1, predict the reactants needed to synthesize it. The reactants are: [CH:1]1([O:7][C:8]2[CH:13]=[C:12]([O:14][CH2:15][CH2:16][O:17][CH3:18])[CH:11]=[CH:10][C:9]=2/[CH:19]=[CH:20]/[C:21]([NH:23][S:24]([CH2:27][CH2:28][CH2:29][CH2:30][CH3:31])(=[O:26])=[O:25])=[O:22])[CH2:6][CH2:5][CH2:4][CH2:3][CH2:2]1. (4) Given the product [I:1][C:2]1[CH:10]=[CH:9][CH:8]=[CH:7][C:3]=1[C:4]([NH:23][NH2:24])=[O:5], predict the reactants needed to synthesize it. The reactants are: [I:1][C:2]1[CH:10]=[CH:9][CH:8]=[CH:7][C:3]=1[C:4](O)=[O:5].C(N1C=CN=C1)(N1C=CN=C1)=O.[NH2:23][NH2:24].O.